Dataset: Reaction yield outcomes from USPTO patents with 853,638 reactions. Task: Predict the reaction yield, written as a fraction of the theoretical maximum amount of product (1.0 means a 100% yield; for example, 0.34 means a 34% yield). (1) The reactants are [C:1]([O:5][C:6]([N:8]1[CH2:13][CH2:12][CH2:11][CH:10]([CH:14]=[C:15](Br)Br)[CH2:9]1)=[O:7])([CH3:4])([CH3:3])[CH3:2].[Li]CCCC.CCCCCC. The catalyst is C1COCC1. The product is [C:1]([O:5][C:6]([N:8]1[CH2:13][CH2:12][CH2:11][CH:10]([C:14]#[CH:15])[CH2:9]1)=[O:7])([CH3:4])([CH3:3])[CH3:2]. The yield is 0.930. (2) The reactants are C[O:2][C:3](=[O:24])[C@@H:4]([N:9]1[CH2:13][C:12]([O:14][C:15]2[CH:20]=[CH:19][CH:18]=[C:17]([OH:21])[C:16]=2[F:22])=[CH:11][C:10]1=[O:23])[CH2:5][CH:6]([CH3:8])[CH3:7].O.[OH-].[Li+]. The catalyst is O1CCCC1. The product is [F:22][C:16]1[C:17]([OH:21])=[CH:18][CH:19]=[CH:20][C:15]=1[O:14][C:12]1[CH2:13][N:9]([C@@H:4]([CH2:5][CH:6]([CH3:8])[CH3:7])[C:3]([OH:24])=[O:2])[C:10](=[O:23])[CH:11]=1. The yield is 0.860.